Dataset: Orexin1 receptor HTS with 218,158 compounds and 233 confirmed actives. Task: Binary Classification. Given a drug SMILES string, predict its activity (active/inactive) in a high-throughput screening assay against a specified biological target. (1) The molecule is Brc1oc(C(=O)N2C3C(CN(CC3)C)c3c2ccc(c3)C)cc1. The result is 0 (inactive). (2) The compound is o1c2c(C3(N(CCCO)C2=O)c2c(N(C3=O)C)cccc2)c(=O)c2c1cccc2. The result is 0 (inactive). (3) The drug is S1C(Cc2c3c4c(ccc3oc(=O)c12)cccc4)C(F)(F)F. The result is 0 (inactive). (4) The drug is Clc1cc(CC2(CCCN(C2)Cc2cn(nc2)c2c(OC)cccc2)CO)ccc1. The result is 0 (inactive). (5) The compound is S(=O)(=O)(N(C)C)c1ccc(cc1)c1nc(sc1)N\N=C\c1occc1. The result is 1 (active). (6) The molecule is s1c2CCCCc2c(c1NC(=O)c1cc(S(=O)(=O)Nc2ccc(cc2)C(O)=O)ccc1)C#N. The result is 0 (inactive).